Dataset: Peptide-MHC class II binding affinity with 134,281 pairs from IEDB. Task: Regression. Given a peptide amino acid sequence and an MHC pseudo amino acid sequence, predict their binding affinity value. This is MHC class II binding data. The peptide sequence is YDKFTANVSTVLTGK. The MHC is DRB3_0202 with pseudo-sequence DRB3_0202. The binding affinity (normalized) is 0.961.